From a dataset of Full USPTO retrosynthesis dataset with 1.9M reactions from patents (1976-2016). Predict the reactants needed to synthesize the given product. (1) Given the product [Cl:1][C:2]1[C:7]2[CH:8]=[N:9][S:10][C:6]=2[C:5]([NH:11][C:20]([NH:19][CH2:18][C:17]2[CH:16]=[CH:15][C:14]([C:13]([F:12])([F:25])[F:24])=[CH:23][CH:22]=2)=[O:21])=[CH:4][CH:3]=1, predict the reactants needed to synthesize it. The reactants are: [Cl:1][C:2]1[C:7]2[CH:8]=[N:9][S:10][C:6]=2[C:5]([NH2:11])=[CH:4][CH:3]=1.[F:12][C:13]([F:25])([F:24])[C:14]1[CH:23]=[CH:22][C:17]([CH2:18][N:19]=[C:20]=[O:21])=[CH:16][CH:15]=1.[N-]=C=O. (2) Given the product [N:37]1[CH:38]=[CH:39][CH:40]=[C:35]([C:2]2[CH:26]=[CH:25][C:5]3[N:6]=[C:7]([NH:9][C:10]([N:12]4[CH2:17][CH2:16][C:15](=[CH:18][C:19]5[CH:24]=[CH:23][CH:22]=[CH:21][N:20]=5)[CH2:14][CH2:13]4)=[O:11])[S:8][C:4]=3[CH:3]=2)[CH:36]=1, predict the reactants needed to synthesize it. The reactants are: Br[C:2]1[CH:26]=[CH:25][C:5]2[N:6]=[C:7]([NH:9][C:10]([N:12]3[CH2:17][CH2:16][C:15](=[CH:18][C:19]4[CH:24]=[CH:23][CH:22]=[CH:21][N:20]=4)[CH2:14][CH2:13]3)=[O:11])[S:8][C:4]=2[CH:3]=1.CC1(C)C(C)(C)OB([C:35]2[CH:36]=[N:37][CH:38]=[CH:39][CH:40]=2)O1.C(=O)([O-])[O-].[Na+].[Na+].[Cl-].[NH4+]. (3) Given the product [Cl:1][C:2]1[N:3]=[C:4]([NH:18][C:15]2[CH:14]=[C:13]([CH:10]([CH3:12])[CH3:11])[NH:17][N:16]=2)[CH:5]=[C:6]([Cl:8])[N:7]=1, predict the reactants needed to synthesize it. The reactants are: [Cl:1][C:2]1[N:7]=[C:6]([Cl:8])[CH:5]=[C:4](Cl)[N:3]=1.[CH:10]([C:13]1[NH:17][N:16]=[C:15]([NH2:18])[CH:14]=1)([CH3:12])[CH3:11].C(N(C(C)C)CC)(C)C. (4) Given the product [Cl:1][C:2]1[CH:7]=[C:6]([C:8]2[CH:13]=[CH:12][CH:11]=[CH:10][C:9]=2[C:14]([F:15])([F:17])[F:16])[N:5]=[C:4]([NH:18][C:33]([C:31]2[O:30][N:29]=[C:28]([C:24]([CH3:27])([CH3:26])[CH3:25])[CH:32]=2)=[O:34])[C:3]=1[N+:19]([O-:21])=[O:20], predict the reactants needed to synthesize it. The reactants are: [Cl:1][C:2]1[CH:7]=[C:6]([C:8]2[CH:13]=[CH:12][CH:11]=[CH:10][C:9]=2[C:14]([F:17])([F:16])[F:15])[N:5]=[C:4]([NH2:18])[C:3]=1[N+:19]([O-:21])=[O:20].[H-].[Na+].[C:24]([C:28]1[CH:32]=[C:31]([C:33](O)=[O:34])[O:30][N:29]=1)([CH3:27])([CH3:26])[CH3:25].C(Cl)(=O)C(Cl)=O.